From a dataset of Forward reaction prediction with 1.9M reactions from USPTO patents (1976-2016). Predict the product of the given reaction. (1) Given the reactants [OH:1][CH:2]1[CH:8]([NH:9][C:10](=[O:17])[C@@H:11]([NH2:16])[CH2:12][CH:13]([CH3:15])[CH3:14])[CH2:7][CH2:6][CH2:5][N:4]([S:18]([C:21]2[CH:26]=[CH:25][CH:24]=[CH:23][N:22]=2)(=[O:20])=[O:19])[CH2:3]1.C1C=CC2N(O)N=NC=2C=1.C(Cl)CCl.[O:41]1[C:45]2[CH:46]=[CH:47][CH:48]=[CH:49][C:44]=2[CH:43]=[C:42]1[C:50](O)=[O:51], predict the reaction product. The product is: [CH3:14][CH:13]([CH3:15])[CH2:12][C@H:11]([NH:16][C:50]([C:42]1[O:41][C:45]2[CH:46]=[CH:47][CH:48]=[CH:49][C:44]=2[CH:43]=1)=[O:51])[C:10](=[O:17])[NH:9][CH:8]1[CH2:7][CH2:6][CH2:5][N:4]([S:18]([C:21]2[CH:26]=[CH:25][CH:24]=[CH:23][N:22]=2)(=[O:20])=[O:19])[CH2:3][CH:2]1[OH:1]. (2) Given the reactants [C:1]1([C@H:7]2[C@H:11]([NH:12]C(=O)C(F)(F)F)[CH2:10][N:9]([C:19]([O:21][C:22]([CH3:25])([CH3:24])[CH3:23])=[O:20])[CH2:8]2)[CH:6]=[CH:5][CH:4]=[CH:3][CH:2]=1.[OH-].[Na+], predict the reaction product. The product is: [NH2:12][C@H:11]1[C@H:7]([C:1]2[CH:6]=[CH:5][CH:4]=[CH:3][CH:2]=2)[CH2:8][N:9]([C:19]([O:21][C:22]([CH3:25])([CH3:24])[CH3:23])=[O:20])[CH2:10]1. (3) The product is: [CH3:3][O:4][C:5]1[CH:10]=[C:9]([CH3:11])[C:8]([S:12]([N:15]2[CH2:20][CH2:19][CH2:18][CH2:17][CH:16]2[CH2:21][O:22][CH2:23][C:24]([OH:26])=[O:25])(=[O:14])=[O:13])=[C:7]([CH3:31])[CH:6]=1. Given the reactants [OH-].[Na+].[CH3:3][O:4][C:5]1[CH:10]=[C:9]([CH3:11])[C:8]([S:12]([N:15]2[CH2:20][CH2:19][CH2:18][CH2:17][CH:16]2[CH2:21][O:22][CH2:23][C:24]([O:26]C(C)(C)C)=[O:25])(=[O:14])=[O:13])=[C:7]([CH3:31])[CH:6]=1, predict the reaction product. (4) Given the reactants [O:1]=[C:2]1[C:11]2[C:6](=[CH:7][CH:8]=[CH:9][CH:10]=2)[CH:5]=[CH:4][N:3]1[C@@H:12]([CH2:16][CH3:17])[C:13]([OH:15])=O.C(C1C=CC=CC=1C(O)=O)=O.[C:29]([O:33][C:34](=[O:52])[CH2:35][C@H:36]([NH2:51])[CH:37]([OH:50])[CH2:38][O:39][C:40]1[C:45]([F:46])=[C:44]([F:47])[CH:43]=[C:42]([F:48])[C:41]=1[F:49])([CH3:32])([CH3:31])[CH3:30], predict the reaction product. The product is: [C:29]([O:33][C:34](=[O:52])[CH2:35][C@H:36]([NH:51][C:13](=[O:15])[C@@H:12]([N:3]1[CH:4]=[CH:5][C:6]2[C:11](=[CH:10][CH:9]=[CH:8][CH:7]=2)[C:2]1=[O:1])[CH2:16][CH3:17])[C:37](=[O:50])[CH2:38][O:39][C:40]1[C:45]([F:46])=[C:44]([F:47])[CH:43]=[C:42]([F:48])[C:41]=1[F:49])([CH3:32])([CH3:30])[CH3:31]. (5) Given the reactants [CH3:1][N:2]([CH2:18][C:19]([OH:21])=O)[NH:3][C:4](=[O:17])[NH:5][CH2:6][C:7]1[C:16]2[C:11](=[CH:12][CH:13]=[CH:14][CH:15]=2)[CH:10]=[CH:9][CH:8]=1.[NH2:22][C@H:23]([C:32]([N:34]([CH2:44][C:45]1[C:46]2[CH:53]=[CH:52][CH:51]=[CH:50][C:47]=2[S:48][CH:49]=1)[C@@H:35]([CH3:43])[CH:36]([O:40][CH2:41][CH3:42])[O:37][CH2:38][CH3:39])=[O:33])[CH2:24][C:25]([O:27][C:28]([CH3:31])([CH3:30])[CH3:29])=[O:26], predict the reaction product. The product is: [S:48]1[CH:49]=[C:45]([CH2:44][N:34]([C@@H:35]([CH3:43])[CH:36]([O:37][CH2:38][CH3:39])[O:40][CH2:41][CH3:42])[C:32](=[O:33])[C@@H:23]([NH:22][C:19](=[O:21])[CH2:18][N:2]([CH3:1])[NH:3][C:4](=[O:17])[NH:5][CH2:6][C:7]2[C:16]3[C:11](=[CH:12][CH:13]=[CH:14][CH:15]=3)[CH:10]=[CH:9][CH:8]=2)[CH2:24][C:25]([O:27][C:28]([CH3:29])([CH3:30])[CH3:31])=[O:26])[C:46]2[CH:53]=[CH:52][CH:51]=[CH:50][C:47]1=2.